Dataset: Reaction yield outcomes from USPTO patents with 853,638 reactions. Task: Predict the reaction yield, written as a fraction of the theoretical maximum amount of product (1.0 means a 100% yield; for example, 0.34 means a 34% yield). (1) The reactants are [CH3:1][N:2]([CH:15]1[CH2:20][CH2:19][CH2:18][N:17]([CH3:21])[CH2:16]1)[C:3]1[O:4][C:5]2[CH:11]=[CH:10][C:9]([N+:12]([O-])=O)=[CH:8][C:6]=2[N:7]=1. The yield is 0.100. The catalyst is C(O)(=O)C.[Fe]. The product is [NH3:2].[CH3:1][N:2]([CH:15]1[CH2:20][CH2:19][CH2:18][N:17]([CH3:21])[CH2:16]1)[C:3]1[O:4][C:5]2[CH:11]=[CH:10][C:9]([NH2:12])=[CH:8][C:6]=2[N:7]=1. (2) The reactants are [OH:1][C:2]1[CH:3]=[C:4]([NH:8][C:9]2[O:10][C:11]([C:14]3[N:15](C(OC(C)(C)C)=O)[C:16]4[C:21]([CH:22]=3)=[CH:20][CH:19]=[CH:18][CH:17]=4)=[CH:12][N:13]=2)[CH:5]=[CH:6][CH:7]=1.FC(F)(F)C(O)=O. The catalyst is C(Cl)Cl. The product is [NH:15]1[C:16]2[C:21](=[CH:20][CH:19]=[CH:18][CH:17]=2)[CH:22]=[C:14]1[C:11]1[O:10][C:9]([NH:8][C:4]2[CH:3]=[C:2]([OH:1])[CH:7]=[CH:6][CH:5]=2)=[N:13][CH:12]=1. The yield is 0.160. (3) The reactants are [Cl:1][C:2]1[CH:7]=[CH:6][C:5]([CH:8]2[CH2:13][CH2:12][CH:11]([C:14](O)=[O:15])[CH2:10][CH2:9]2)=[CH:4][CH:3]=1. The catalyst is O. The product is [Cl:1][C:2]1[CH:3]=[CH:4][C:5]([CH:8]2[CH2:9][CH2:10][CH:11]([CH2:14][OH:15])[CH2:12][CH2:13]2)=[CH:6][CH:7]=1. The yield is 0.640. (4) The reactants are [CH:1]1([CH2:6][C@H:7]([CH2:11][N:12]([CH:21]=[O:22])[O:13][CH2:14][C:15]2[CH:20]=[CH:19][CH:18]=[CH:17][CH:16]=2)[C:8]([OH:10])=O)[CH2:5][CH2:4][CH2:3][CH2:2]1.[CH2:23]([C:25]1[N:30]=[C:29]([NH:31][NH2:32])[C:28]([F:33])=[C:27]([N:34]2[CH2:39][CH2:38][N:37]([CH3:40])[CH2:36][CH2:35]2)[N:26]=1)[CH3:24].C1C=NC2N(O)N=NC=2C=1.C(Cl)CCl.CN1CCOCC1. The catalyst is CN(C=O)C.O. The product is [CH:1]1([CH2:6][C@@H:7]([C:8]([NH:32][NH:31][C:29]2[C:28]([F:33])=[C:27]([N:34]3[CH2:39][CH2:38][N:37]([CH3:40])[CH2:36][CH2:35]3)[N:26]=[C:25]([CH2:23][CH3:24])[N:30]=2)=[O:10])[CH2:11][N:12]([O:13][CH2:14][C:15]2[CH:20]=[CH:19][CH:18]=[CH:17][CH:16]=2)[CH:21]=[O:22])[CH2:2][CH2:3][CH2:4][CH2:5]1. The yield is 0.840. (5) The reactants are [CH3:1][S:2]([C:4]1[CH:12]=[CH:11][C:7]([CH2:8][CH2:9]Br)=[CH:6][CH:5]=1)=[O:3].[Cl:13][C:14]1[CH:15]=[C:16]([C:21]2[NH:22][CH:23]=[C:24]([C:32]3[CH2:33][CH2:34][NH:35][CH2:36][CH:37]=3)[C:25]=2[C:26]2[CH:31]=[CH:30][N:29]=[CH:28][CH:27]=2)[CH:17]=[CH:18][C:19]=1[F:20]. No catalyst specified. The product is [Cl:13][C:14]1[CH:15]=[C:16]([C:21]2[NH:22][CH:23]=[C:24]([C:32]3[CH2:33][CH2:34][N:35]([CH2:9][CH2:8][C:7]4[CH:11]=[CH:12][C:4]([S:2]([CH3:1])=[O:3])=[CH:5][CH:6]=4)[CH2:36][CH:37]=3)[C:25]=2[C:26]2[CH:27]=[CH:28][N:29]=[CH:30][CH:31]=2)[CH:17]=[CH:18][C:19]=1[F:20]. The yield is 0.370. (6) The reactants are [Cl:1][C:2]1[CH:3]=[C:4]2[C:8](=[CH:9][CH:10]=1)[NH:7][CH:6]=[C:5]2[CH2:11][CH2:12][NH:13][C:14](=[O:23])[C:15]1[CH:20]=[CH:19][C:18]([CH2:21]Cl)=[CH:17][CH:16]=1.[S:24]1[CH:28]=[CH:27][C:26](B(O)O)=[CH:25]1.ClCCl.C(=O)([O-])[O-].[Na+].[Na+].[I-].[Na+]. The catalyst is C(COC)OC.O.C1C=CC(P(C2C=CC=CC=2)[C-]2C=CC=C2)=CC=1.C1C=CC(P(C2C=CC=CC=2)[C-]2C=CC=C2)=CC=1.Cl[Pd]Cl.[Fe+2]. The product is [Cl:1][C:2]1[CH:3]=[C:4]2[C:8](=[CH:9][CH:10]=1)[NH:7][CH:6]=[C:5]2[CH2:11][CH2:12][NH:13][C:14](=[O:23])[C:15]1[CH:20]=[CH:19][C:18]([CH2:21][C:26]2[CH:27]=[CH:28][S:24][CH:25]=2)=[CH:17][CH:16]=1. The yield is 0.370. (7) The reactants are [CH3:1][N:2]1[C:6](=[O:7])[CH2:5][C:4](=[O:8])[NH:3]1.S(=O)(=O)(O)O.[CH2:14](O)[CH3:15]. No catalyst specified. The product is [CH2:14]([O:8][C:4]1[CH:5]=[C:6]([OH:7])[N:2]([CH3:1])[N:3]=1)[CH3:15]. The yield is 0.560.